The task is: Regression. Given two drug SMILES strings and cell line genomic features, predict the synergy score measuring deviation from expected non-interaction effect.. This data is from NCI-60 drug combinations with 297,098 pairs across 59 cell lines. (1) Drug 1: CN1CCC(CC1)COC2=C(C=C3C(=C2)N=CN=C3NC4=C(C=C(C=C4)Br)F)OC. Drug 2: C1=NNC2=C1C(=O)NC=N2. Cell line: OVCAR-8. Synergy scores: CSS=5.66, Synergy_ZIP=-1.40, Synergy_Bliss=3.59, Synergy_Loewe=0.620, Synergy_HSA=3.04. (2) Drug 1: C1=CC(=CC=C1CC(C(=O)O)N)N(CCCl)CCCl.Cl. Drug 2: CN(CC1=CN=C2C(=N1)C(=NC(=N2)N)N)C3=CC=C(C=C3)C(=O)NC(CCC(=O)O)C(=O)O. Cell line: COLO 205. Synergy scores: CSS=27.6, Synergy_ZIP=-4.03, Synergy_Bliss=0.321, Synergy_Loewe=-10.6, Synergy_HSA=-0.168. (3) Drug 1: CC1C(C(CC(O1)OC2CC(CC3=C2C(=C4C(=C3O)C(=O)C5=C(C4=O)C(=CC=C5)OC)O)(C(=O)C)O)N)O.Cl. Drug 2: CC(C1=C(C=CC(=C1Cl)F)Cl)OC2=C(N=CC(=C2)C3=CN(N=C3)C4CCNCC4)N. Cell line: NCI-H226. Synergy scores: CSS=8.81, Synergy_ZIP=-5.27, Synergy_Bliss=2.35, Synergy_Loewe=-5.24, Synergy_HSA=1.56.